From a dataset of Catalyst prediction with 721,799 reactions and 888 catalyst types from USPTO. Predict which catalyst facilitates the given reaction. Reactant: CC1(C)[O:7][CH2:6][CH:5]([C:8]2[CH:36]=[CH:35][C:11]([O:12][C:13]3[N:18]=[CH:17][N:16]=[C:15]([O:19][CH:20]4[CH2:25][CH2:24][N:23]([C:26]5[O:30][N:29]=[C:28]([CH:31]([CH3:33])[CH3:32])[N:27]=5)[CH2:22][CH2:21]4)[C:14]=3[CH3:34])=[CH:10][CH:9]=2)[CH2:4][O:3]1. Product: [CH:31]([C:28]1[N:27]=[C:26]([N:23]2[CH2:22][CH2:21][CH:20]([O:19][C:15]3[N:16]=[CH:17][N:18]=[C:13]([O:12][C:11]4[CH:10]=[CH:9][C:8]([CH:5]([CH2:4][OH:3])[CH2:6][OH:7])=[CH:36][CH:35]=4)[C:14]=3[CH3:34])[CH2:25][CH2:24]2)[O:30][N:29]=1)([CH3:33])[CH3:32]. The catalyst class is: 21.